From a dataset of Peptide-MHC class II binding affinity with 134,281 pairs from IEDB. Regression. Given a peptide amino acid sequence and an MHC pseudo amino acid sequence, predict their binding affinity value. This is MHC class II binding data. (1) The peptide sequence is SARLRLLRDRLVEGV. The MHC is HLA-DPA10201-DPB10101 with pseudo-sequence HLA-DPA10201-DPB10101. The binding affinity (normalized) is 0.293. (2) The peptide sequence is PKQMLVGGVVLLGAMK. The MHC is DRB3_0101 with pseudo-sequence DRB3_0101. The binding affinity (normalized) is 0. (3) The MHC is DRB4_0101 with pseudo-sequence DRB4_0103. The peptide sequence is KATLECQVQTAVDFG. The binding affinity (normalized) is 0.443. (4) The peptide sequence is ALWNLHGQALFLGIVL. The MHC is DRB1_0701 with pseudo-sequence DRB1_0701. The binding affinity (normalized) is 0.556. (5) The peptide sequence is GEIYKRWIILGLNKIVRMY. The MHC is DRB1_0301 with pseudo-sequence DRB1_0301. The binding affinity (normalized) is 0.583. (6) The peptide sequence is KVRSHAAIGAYLEEQ. The MHC is DRB1_0901 with pseudo-sequence DRB1_0901. The binding affinity (normalized) is 0.640. (7) The peptide sequence is MSSGSFINISV. The MHC is DRB1_0301 with pseudo-sequence DRB1_0301. The binding affinity (normalized) is 0. (8) The peptide sequence is EAKYDAYVATVSEAL. The MHC is HLA-DQA10401-DQB10402 with pseudo-sequence HLA-DQA10401-DQB10402. The binding affinity (normalized) is 0.520. (9) The peptide sequence is PTPKIIEECEHLEDG. The MHC is DRB3_0301 with pseudo-sequence DRB3_0301. The binding affinity (normalized) is 0.213.